Task: Predict the product of the given reaction.. Dataset: Forward reaction prediction with 1.9M reactions from USPTO patents (1976-2016) Given the reactants CS[C:3]([S:16][CH3:17])=[CH:4][C:5]([CH:7]1[CH:15]2[CH:8]1[CH2:9][C:10]1([CH2:14]2)[CH2:13][O:12][CH2:11]1)=[O:6].[F:18][CH:19]([F:37])[O:20][C:21]1[C:22]([NH2:36])=[N:23][CH:24]=[C:25](B2OC(C)(C)C(C)(C)O2)[CH:26]=1.C(=O)([O-])[O-].[Cs+].[Cs+], predict the reaction product. The product is: [NH2:36][C:22]1[N:23]=[CH:24][C:25](/[C:3](/[S:16][CH3:17])=[CH:4]\[C:5]([CH:7]2[CH:15]3[CH:8]2[CH2:9][C:10]2([CH2:14]3)[CH2:13][O:12][CH2:11]2)=[O:6])=[CH:26][C:21]=1[O:20][CH:19]([F:37])[F:18].